Dataset: Catalyst prediction with 721,799 reactions and 888 catalyst types from USPTO. Task: Predict which catalyst facilitates the given reaction. Reactant: [CH2:1]([N:8]([CH:13]([CH:15]1[CH2:18][CH2:17][CH2:16]1)[CH3:14])[C:9](=[O:12])[CH2:10]Br)[C:2]1[CH:7]=[CH:6][CH:5]=[CH:4][CH:3]=1.[NH4+:19].[OH-]. Product: [NH2:19][CH2:10][C:9]([N:8]([CH2:1][C:2]1[CH:7]=[CH:6][CH:5]=[CH:4][CH:3]=1)[CH:13]([CH:15]1[CH2:18][CH2:17][CH2:16]1)[CH3:14])=[O:12]. The catalyst class is: 14.